This data is from Catalyst prediction with 721,799 reactions and 888 catalyst types from USPTO. The task is: Predict which catalyst facilitates the given reaction. (1) Reactant: [Cl:1][C:2]1[CH:3]=[C:4]([C@@H:8]([OH:37])[CH2:9][N:10]([C@H:18]([CH3:36])[CH2:19][C:20]2[CH:25]=[CH:24][C:23]([S:26][C:27]3[CH:32]=[CH:31][C:30]([F:33])=[CH:29][C:28]=3[CH:34]=[O:35])=[CH:22][CH:21]=2)[C:11](=[O:17])[O:12][C:13]([CH3:16])([CH3:15])[CH3:14])[CH:5]=[CH:6][CH:7]=1.N1C=CN=C1.[Si:43](Cl)([C:46]([CH3:49])([CH3:48])[CH3:47])([CH3:45])[CH3:44].Cl. Product: [Si:43]([O:37][C@H:8]([C:4]1[CH:5]=[CH:6][CH:7]=[C:2]([Cl:1])[CH:3]=1)[CH2:9][N:10]([C@H:18]([CH3:36])[CH2:19][C:20]1[CH:25]=[CH:24][C:23]([S:26][C:27]2[CH:32]=[CH:31][C:30]([F:33])=[CH:29][C:28]=2[CH:34]=[O:35])=[CH:22][CH:21]=1)[C:11](=[O:17])[O:12][C:13]([CH3:14])([CH3:16])[CH3:15])([C:46]([CH3:49])([CH3:48])[CH3:47])([CH3:45])[CH3:44]. The catalyst class is: 9. (2) Reactant: C(OP([CH2:9][C:10](=[O:37])[N:11]([C:25]1[CH:33]=[C:32]2[C:28]([CH2:29][CH2:30][N:31]2[C:34](=[O:36])[CH3:35])=[CH:27][CH:26]=1)[CH:12]1[CH2:17][CH2:16][N:15]([CH2:18][C:19]2[CH:24]=[CH:23][CH:22]=[CH:21][CH:20]=2)[CH2:14][CH2:13]1)(=O)OCC)C.[Li+].[Cl-].N12CCCN=C1CCCCC2.[C:51]1([CH:57]=[CH:58][CH:59]=O)[CH:56]=[CH:55][CH:54]=[CH:53][CH:52]=1. Product: [C:34]([N:31]1[C:32]2[C:28](=[CH:27][CH:26]=[C:25]([N:11]([CH:12]3[CH2:13][CH2:14][N:15]([CH2:18][C:19]4[CH:20]=[CH:21][CH:22]=[CH:23][CH:24]=4)[CH2:16][CH2:17]3)[C:10](=[O:37])/[CH:9]=[CH:59]/[CH:58]=[CH:57]/[C:51]3[CH:52]=[CH:53][CH:54]=[CH:55][CH:56]=3)[CH:33]=2)[CH2:29][CH2:30]1)(=[O:36])[CH3:35]. The catalyst class is: 291.